This data is from Catalyst prediction with 721,799 reactions and 888 catalyst types from USPTO. The task is: Predict which catalyst facilitates the given reaction. (1) Reactant: [Cl:1][C:2]1[CH:32]=[CH:31][CH:30]=[C:29]([CH:33]2[CH2:35][CH2:34]2)[C:3]=1[C:4]([N:6]1[C:14]2[C:9](=[C:10]([F:15])[CH:11]=[CH:12][CH:13]=2)[C:8]([N:16]2[CH2:21][CH2:20][C:19]([CH3:27])([C:22]([O:24]CC)=[O:23])[CH:18]([OH:28])[CH2:17]2)=[N:7]1)=[O:5].CO.[Li+].[OH-].Cl. Product: [Cl:1][C:2]1[CH:32]=[CH:31][CH:30]=[C:29]([CH:33]2[CH2:35][CH2:34]2)[C:3]=1[C:4]([N:6]1[C:14]2[C:9](=[C:10]([F:15])[CH:11]=[CH:12][CH:13]=2)[C:8]([N:16]2[CH2:21][CH2:20][C:19]([CH3:27])([C:22]([OH:24])=[O:23])[CH:18]([OH:28])[CH2:17]2)=[N:7]1)=[O:5]. The catalyst class is: 1. (2) Reactant: [ClH:1].[CH:2]1([NH:5][C:6]2[C:15]3[C:10](=[CH:11][CH:12]=[C:13]([C:16]4[CH:17]=[C:18]([CH:28]=[CH:29][CH:30]=4)[CH2:19][NH:20]C(=O)OC(C)(C)C)[CH:14]=3)[N:9]=[CH:8][N:7]=2)[CH2:4][CH2:3]1. Product: [ClH:1].[ClH:1].[NH2:20][CH2:19][C:18]1[CH:17]=[C:16]([C:13]2[CH:14]=[C:15]3[C:10](=[CH:11][CH:12]=2)[N:9]=[CH:8][N:7]=[C:6]3[NH:5][CH:2]2[CH2:3][CH2:4]2)[CH:30]=[CH:29][CH:28]=1. The catalyst class is: 5. (3) Reactant: [NH2:1][C:2]1[C:3]2[S:10][CH:9]=[C:8]([C:11]([NH:13][C:14]3[CH:19]=[C:18]([NH2:20])[CH:17]=[CH:16][C:15]=3[CH3:21])=[O:12])[C:4]=2[N:5]=[CH:6][N:7]=1.[F:22][C:23]([F:34])([F:33])[C:24]1[CH:25]=[C:26]([CH:30]=[CH:31][CH:32]=1)[C:27](Cl)=[O:28]. Product: [NH2:1][C:2]1[C:3]2[S:10][CH:9]=[C:8]([C:11]([NH:13][C:14]3[CH:19]=[C:18]([NH:20][C:27](=[O:28])[C:26]4[CH:30]=[CH:31][CH:32]=[C:24]([C:23]([F:22])([F:33])[F:34])[CH:25]=4)[CH:17]=[CH:16][C:15]=3[CH3:21])=[O:12])[C:4]=2[N:5]=[CH:6][N:7]=1. The catalyst class is: 56. (4) The catalyst class is: 4. Reactant: [CH3:1][S:2]([CH2:5][CH2:6][CH2:7][C:8](Cl)=[O:9])(=[O:4])=[O:3].[C:11]([O:15][C:16](=[O:44])[NH:17][C:18]([C:20]1[S:21][C:22]([S:42][CH3:43])=[C:23]([S:25]([C:28]2[CH:29]=[C:30]([C:34]3[C:39]([CH3:40])=[CH:38][CH:37]=[CH:36][C:35]=3[NH2:41])[CH:31]=[CH:32][CH:33]=2)(=[O:27])=[O:26])[CH:24]=1)=[NH:19])([CH3:14])([CH3:13])[CH3:12].C(N(CC)CC)C. Product: [C:11]([O:15][C:16](=[O:44])[NH:17][C:18](=[NH:19])[C:20]1[S:21][C:22]([S:42][CH3:43])=[C:23]([S:25]([C:28]2[CH:29]=[C:30]([C:34]3[C:39]([CH3:40])=[CH:38][CH:37]=[CH:36][C:35]=3[NH:41][C:8](=[O:9])[CH2:7][CH2:6][CH2:5][S:2]([CH3:1])(=[O:4])=[O:3])[CH:31]=[CH:32][CH:33]=2)(=[O:26])=[O:27])[CH:24]=1)([CH3:12])([CH3:14])[CH3:13]. (5) Reactant: [Cl:1][C:2]1[CH:3]=[C:4]([CH:18]=[CH:19][C:20]=1[O:21][CH3:22])[CH2:5][O:6][C:7]1[C:12]([C:13]([OH:15])=O)=[CH:11][N:10]=[C:9]([S:16][CH3:17])[N:8]=1.[F:23][C:24]1[CH:31]=[CH:30][C:27]([CH2:28][NH2:29])=[CH:26][CH:25]=1.CCN(C(C)C)C(C)C.CN(C(ON1N=NC2C=CC=NC1=2)=[N+](C)C)C.F[P-](F)(F)(F)(F)F. Product: [Cl:1][C:2]1[CH:3]=[C:4]([CH:18]=[CH:19][C:20]=1[O:21][CH3:22])[CH2:5][O:6][C:7]1[C:12]([C:13]([NH:29][CH2:28][C:27]2[CH:30]=[CH:31][C:24]([F:23])=[CH:25][CH:26]=2)=[O:15])=[CH:11][N:10]=[C:9]([S:16][CH3:17])[N:8]=1. The catalyst class is: 20.